Predict the reactants needed to synthesize the given product. From a dataset of Full USPTO retrosynthesis dataset with 1.9M reactions from patents (1976-2016). (1) Given the product [N:7]1([C@H:21]2[CH2:22][CH2:23][NH:18][CH2:19][C@H:20]2[F:25])[CH2:8][CH2:5][CH2:6]1, predict the reactants needed to synthesize it. The reactants are: CN1CC[C:5]2([CH2:8][NH:7][CH2:6]2)CC1.C(OC([N:18]1[CH2:23][CH2:22][C:21](=O)[CH:20]([F:25])[CH2:19]1)=O)(C)(C)C.N1CCC1. (2) Given the product [CH3:22][C:18]1[C:19]([CH3:21])=[CH:20][C:14]2[N+:13]([O-:23])=[N:12][C:11]([NH:9][CH2:8][CH2:7][N:1]3[CH2:6][CH2:5][O:4][CH2:3][CH2:2]3)=[N:16][C:15]=2[CH:17]=1, predict the reactants needed to synthesize it. The reactants are: [N:1]1([CH2:7][CH2:8][NH2:9])[CH2:6][CH2:5][O:4][CH2:3][CH2:2]1.Cl[C:11]1[N:12]=[N+:13]([O-:23])[C:14]2[CH:20]=[C:19]([CH3:21])[C:18]([CH3:22])=[CH:17][C:15]=2[N:16]=1. (3) The reactants are: [CH2:1]([O:4][C:5]1[CH:6]=[C:7]([CH:17]=[CH:18][C:19]=1[F:20])[O:8][C:9]1[CH:16]=[CH:15][C:12]([CH:13]=O)=[CH:11][CH:10]=1)[CH:2]=[CH2:3].[CH3:21][C:22]1[C:28]([N+:29]([O-:31])=[O:30])=[CH:27][CH:26]=[CH:25][C:23]=1[NH2:24]. Given the product [CH2:1]([O:4][C:5]1[CH:6]=[C:7]([CH:17]=[CH:18][C:19]=1[F:20])[O:8][C:9]1[CH:16]=[CH:15][C:12]([CH2:13][NH:24][C:23]2[CH:25]=[CH:26][CH:27]=[C:28]([N+:29]([O-:31])=[O:30])[C:22]=2[CH3:21])=[CH:11][CH:10]=1)[CH:2]=[CH2:3], predict the reactants needed to synthesize it. (4) Given the product [Cl:1][C:2]1[CH:3]=[C:4]([C:12]2[N:16]=[C:15]([CH:17]3[CH2:21][CH2:20][CH:19]([NH:27][CH2:28][CH2:29][CH2:30][C:31]([OH:33])=[O:32])[CH2:18]3)[O:14][N:13]=2)[CH:5]=[CH:6][C:7]=1[O:8][CH:9]([CH3:11])[CH3:10], predict the reactants needed to synthesize it. The reactants are: [Cl:1][C:2]1[CH:3]=[C:4]([C:12]2[N:16]=[C:15]([CH:17]3[CH2:21][CH2:20][C:19](=O)[CH2:18]3)[O:14][N:13]=2)[CH:5]=[CH:6][C:7]=1[O:8][CH:9]([CH3:11])[CH3:10].C(O)(=O)C.[NH2:27][CH2:28][CH2:29][CH2:30][C:31]([OH:33])=[O:32].C([BH3-])#N.[Na+]. (5) Given the product [CH2:1]([N:5]1[C:12]2[CH:13]=[CH:14][C:15]([C:17]3[CH:18]=[CH:19][C:20]([O:23][CH2:24][CH2:25][O:26][CH2:27][CH2:28][CH3:29])=[CH:21][CH:22]=3)=[CH:16][C:11]=2[CH:10]=[C:9]([C:30]([OH:32])=[O:31])[CH2:8][CH2:7][CH2:6]1)[CH:2]([CH3:4])[CH3:3], predict the reactants needed to synthesize it. The reactants are: [CH2:1]([N:5]1[C:12]2[CH:13]=[CH:14][C:15]([C:17]3[CH:22]=[CH:21][C:20]([O:23][CH2:24][CH2:25][O:26][CH2:27][CH2:28][CH3:29])=[CH:19][CH:18]=3)=[CH:16][C:11]=2[CH:10]=[C:9]([C:30]([O:32]C)=[O:31])[CH2:8][CH2:7][CH2:6]1)[CH:2]([CH3:4])[CH3:3].[OH-].[Na+].Cl.